Dataset: NCI-60 drug combinations with 297,098 pairs across 59 cell lines. Task: Regression. Given two drug SMILES strings and cell line genomic features, predict the synergy score measuring deviation from expected non-interaction effect. Drug 1: C1=CC=C(C(=C1)C(C2=CC=C(C=C2)Cl)C(Cl)Cl)Cl. Drug 2: C1CN(P(=O)(OC1)NCCCl)CCCl. Cell line: NCI-H522. Synergy scores: CSS=-0.966, Synergy_ZIP=-0.818, Synergy_Bliss=-1.99, Synergy_Loewe=-1.71, Synergy_HSA=-1.55.